From a dataset of Full USPTO retrosynthesis dataset with 1.9M reactions from patents (1976-2016). Predict the reactants needed to synthesize the given product. (1) Given the product [CH2:1]([N:8]1[C:16]2[C:11](=[C:12]([N+:17]([O-:19])=[O:18])[CH:13]=[CH:14][CH:15]=2)[C:10]([CH2:21][CH3:22])=[N:9]1)[C:2]1[CH:7]=[CH:6][CH:5]=[CH:4][CH:3]=1, predict the reactants needed to synthesize it. The reactants are: [CH2:1]([N:8]1[C:16]2[C:11](=[C:12]([N+:17]([O-:19])=[O:18])[CH:13]=[CH:14][CH:15]=2)[C:10](I)=[N:9]1)[C:2]1[CH:7]=[CH:6][CH:5]=[CH:4][CH:3]=1.[CH2:21]([Zn]CC)[CH3:22].CO.ClCCl. (2) Given the product [OH:2][C:3]1[C:8]([CH:9]2[CH2:10][CH2:11][N:12]([CH:15]3[CH2:21][CH2:20][CH2:19][N:18]([C:22]([O:24][CH2:25][CH3:26])=[O:23])[CH2:17][CH2:16]3)[CH2:13][CH2:14]2)=[CH:7][CH:6]=[CH:5][N:4]=1, predict the reactants needed to synthesize it. The reactants are: C[O:2][C:3]1[C:8]([CH:9]2[CH2:14][CH2:13][N:12]([CH:15]3[CH2:21][CH2:20][CH2:19][N:18]([C:22]([O:24][CH2:25][CH3:26])=[O:23])[CH2:17][CH2:16]3)[CH2:11][CH2:10]2)=[CH:7][CH:6]=[CH:5][N:4]=1.Cl. (3) Given the product [C:26]([O:25][C:23]([NH:22][CH:12]([C:13]([N:15]1[CH2:16][CH2:17][CH:18]([CH3:21])[CH2:19][CH2:20]1)=[O:14])[CH2:11][CH2:10][C:6]1[CH:5]=[C:4]([CH:9]=[CH:8][CH:7]=1)[C:3]([OH:30])=[O:2])=[O:24])([CH3:29])([CH3:27])[CH3:28], predict the reactants needed to synthesize it. The reactants are: C[O:2][C:3](=[O:30])[C:4]1[CH:9]=[CH:8][CH:7]=[C:6]([CH2:10][CH2:11][CH:12]([NH:22][C:23]([O:25][C:26]([CH3:29])([CH3:28])[CH3:27])=[O:24])[C:13]([N:15]2[CH2:20][CH2:19][CH:18]([CH3:21])[CH2:17][CH2:16]2)=[O:14])[CH:5]=1.[OH-].[Na+]. (4) Given the product [Cl:1][C:2]1[CH:3]=[C:4]([C:12]2[O:16][N:15]=[C:14]([C:17]3[CH:18]=[CH:19][C:20]([CH2:27][CH2:28][C:29]([OH:31])=[O:30])=[C:21]4[C:25]=3[N:24]([CH3:26])[CH:23]=[CH:22]4)[N:13]=2)[CH:5]=[CH:6][C:7]=1[O:8][CH:9]([CH3:11])[CH3:10], predict the reactants needed to synthesize it. The reactants are: [Cl:1][C:2]1[CH:3]=[C:4]([C:12]2[O:16][N:15]=[C:14]([C:17]3[CH:18]=[CH:19][C:20]([CH2:27][CH2:28][C:29]([O:31]CC)=[O:30])=[C:21]4[C:25]=3[N:24]([CH3:26])[CH:23]=[CH:22]4)[N:13]=2)[CH:5]=[CH:6][C:7]=1[O:8][CH:9]([CH3:11])[CH3:10].[OH-].[Na+].Cl. (5) Given the product [C:26]([O:25][C:23](=[O:24])[CH2:22][N:21]([CH2:30][C:31](=[O:32])[O:33][C:34]([CH3:37])([CH3:36])[CH3:35])[C:19](=[O:20])[CH2:18][N:14]1[CH:15]=[CH:16][N:17]=[C:13]1[CH2:12][N:11]([CH2:75][C:71]1[N:70]([CH2:69][C:68]([NH:67][C:48]([CH2:58][CH2:59][C:60]([O:62][C:63]([CH3:66])([CH3:65])[CH3:64])=[O:61])([CH2:47][CH2:46][C:45]([O:44][C:40]([CH3:41])([CH3:42])[CH3:43])=[O:78])[CH2:49][CH2:50][C:51]([O:53][C:54]([CH3:57])([CH3:56])[CH3:55])=[O:52])=[O:77])[CH:74]=[CH:73][N:72]=1)[CH2:10][CH2:9][C:8]1[CH:38]=[CH:39][C:5]([S:1](=[O:3])(=[O:4])[NH2:2])=[CH:6][CH:7]=1)([CH3:27])([CH3:28])[CH3:29], predict the reactants needed to synthesize it. The reactants are: [S:1]([C:5]1[CH:39]=[CH:38][C:8]([CH2:9][CH2:10][NH:11][CH2:12][C:13]2[N:14]([CH2:18][C:19]([N:21]([CH2:30][C:31]([O:33][C:34]([CH3:37])([CH3:36])[CH3:35])=[O:32])[CH2:22][C:23]([O:25][C:26]([CH3:29])([CH3:28])[CH3:27])=[O:24])=[O:20])[CH:15]=[CH:16][N:17]=2)=[CH:7][CH:6]=1)(=[O:4])(=[O:3])[NH2:2].[C:40]([O:44][C:45](=[O:78])[CH2:46][CH2:47][C:48]([NH:67][C:68](=[O:77])[CH2:69][N:70]1[CH:74]=[CH:73][N:72]=[C:71]1[CH:75]=O)([CH2:58][CH2:59][C:60]([O:62][C:63]([CH3:66])([CH3:65])[CH3:64])=[O:61])[CH2:49][CH2:50][C:51]([O:53][C:54]([CH3:57])([CH3:56])[CH3:55])=[O:52])([CH3:43])([CH3:42])[CH3:41].CC(O)=O.[BH-](OC(C)=O)(OC(C)=O)OC(C)=O.[Na+]. (6) Given the product [Cl:13][C:9]1[C:10]([C:21]#[N:22])=[CH:2][C:3]([O:11][CH3:12])=[C:4]([CH:8]=1)[C:5]([OH:7])=[O:6], predict the reactants needed to synthesize it. The reactants are: Cl[C:2]1[C:3]([O:11][CH3:12])=[C:4]([CH:8]=[CH:9][CH:10]=1)[C:5]([OH:7])=[O:6].[ClH:13].N([O-])=O.[Na+].[Cu]([C:21]#[N:22])C#N.[C-]#N.[Na+]. (7) Given the product [OH:32][CH2:29][CH2:7][CH2:8][N:9]1[CH2:44][CH2:45][C:38]2[C:37](=[CH:10][CH:11]=[CH:12][C:13]=2[C:16]2[S:15][C:14]([C:11]3[CH:12]=[CH:13][C:6]([O:5][CH:3]([CH3:2])[CH3:4])=[C:7]([CH:10]=3)[C:8]#[N:9])=[N:18][N:17]=2)[CH2:36]1, predict the reactants needed to synthesize it. The reactants are: Cl.[CH3:2][CH:3]([O:5][C:6]1[CH:13]=[CH:12][C:11]([CH:14]2[N:18](C3C=CC=C4C=3CCNC4)[N:17]=[CH:16][S:15]2)=[CH:10][C:7]=1[C:8]#[N:9])[CH3:4].[C:29](=[O:32])([O-])[O-].[K+].[K+].I[CH2:36][CH2:37][CH2:38]O.C(O[CH2:44][CH3:45])(=O)C. (8) Given the product [O:35]=[C:34]1[CH:33]([N:32]2[C:17](=[O:19])[C:16]3[C:15](=[CH:24][CH:23]=[CH:22][C:21]=3[CH2:25][NH:26][C:27](=[O:29])[CH3:28])[C:14]2=[O:30])[CH2:39][CH2:38][C:37](=[O:40])[NH:36]1, predict the reactants needed to synthesize it. The reactants are: N12CCCN=C1CCCCC2.CO[C:14](=[O:30])[C:15]1[C:16](=[C:21]([CH2:25][NH:26][C:27](=[O:29])[CH3:28])[CH:22]=[CH:23][CH:24]=1)[C:17]([O:19]C)=O.Cl.[NH2:32][CH:33]1[CH2:39][CH2:38][C:37](=[O:40])[NH:36][C:34]1=[O:35].